This data is from Full USPTO retrosynthesis dataset with 1.9M reactions from patents (1976-2016). The task is: Predict the reactants needed to synthesize the given product. (1) The reactants are: [C:1]1([CH2:7][CH2:8][C:9](Cl)=[O:10])[CH:6]=[CH:5][CH:4]=[CH:3]C=1.[CH3:12][N:13]1[CH2:22][C:21]2([CH2:24][CH2:23]2)[C:20]2[C:15](=[CH:16][C:17]([NH2:25])=[CH:18][CH:19]=2)[CH2:14]1.N=C1C2C(=NC=NC=2)NC(=[O:37])N1.CN1CCN(C2C=C[C:48]([NH2:49])=CC=2)CC1.[CH2:52]([NH:55][NH2:56])[CH:53]=[CH2:54].[CH3:57][NH:58]N.N. Given the product [CH2:52]([N:55]1[C:9](=[O:10])[C:8]2[CH:48]=[N:49][C:57]([NH:25][C:17]3[CH:16]=[C:15]4[C:20]([C:21]5([CH2:24][CH2:23]5)[CH2:22][N:13]([CH3:12])[CH2:14]4)=[CH:19][CH:18]=3)=[N:58][C:7]=2[C:1]([C:6]2[O:37][CH:3]=[CH:4][CH:5]=2)=[N:56]1)[CH:53]=[CH2:54], predict the reactants needed to synthesize it. (2) The reactants are: OS(O)(=O)=O.[Br:6][C:7]1[CH:23]=[CH:22][C:10]([O:11][C:12]2[CH:20]=[CH:19][C:18]([I:21])=[CH:17][C:13]=2[C:14]([OH:16])=O)=[CH:9][CH:8]=1. Given the product [Br:6][C:7]1[CH:8]=[CH:9][C:10]2[O:11][C:12]3[C:13](=[CH:17][C:18]([I:21])=[CH:19][CH:20]=3)[C:14](=[O:16])[C:22]=2[CH:23]=1, predict the reactants needed to synthesize it. (3) The reactants are: C([O:3][C:4](=O)[CH2:5][O:6][CH2:7][C:8]1[C:9]([NH2:15])=[N:10][CH:11]=[C:12]([Br:14])[CH:13]=1)C.[H-].[Na+]. Given the product [Br:14][C:12]1[CH:11]=[N:10][C:9]2[NH:15][C:4](=[O:3])[CH2:5][O:6][CH2:7][C:8]=2[CH:13]=1, predict the reactants needed to synthesize it. (4) Given the product [C:1]([O:5][C:6](=[O:26])[NH:7][CH2:8][C:9](=[O:25])[NH:10][C:11]1[CH:16]=[CH:15][CH:14]=[C:13]([CH2:17][NH2:18])[CH:12]=1)([CH3:4])([CH3:2])[CH3:3], predict the reactants needed to synthesize it. The reactants are: [C:1]([O:5][C:6](=[O:26])[NH:7][CH2:8][C:9](=[O:25])[NH:10][C:11]1[CH:16]=[CH:15][CH:14]=[C:13]([CH2:17][NH:18]C(=O)C(F)(F)F)[CH:12]=1)([CH3:4])([CH3:3])[CH3:2].[OH-].[Na+]. (5) Given the product [C:1]1([C@:7]23[CH2:8][C@H:23]2[CH2:21][O:22][C:20]3=[O:25])[CH:6]=[CH:5][CH:4]=[CH:3][CH:2]=1, predict the reactants needed to synthesize it. The reactants are: [C:1]1([CH2:7][C:8]#N)[CH:6]=[CH:5][CH:4]=[CH:3][CH:2]=1.C[Si]([N-][Si](C)(C)C)(C)C.[Na+].[CH2:20]1[O:22][C@H:21]1[CH2:23]Cl.[OH2:25]. (6) Given the product [Cl:13][C:7]1[CH:8]=[CH:9][CH:10]=[C:11]([Cl:12])[C:6]=1[CH2:5][CH:4]([N:14]1[CH2:18][C:17]([O:19][C:20]2[C:21]([F:27])=[CH:22][CH:23]=[CH:24][C:25]=2[F:26])=[CH:16][C:15]1=[O:28])[C:3]([OH:29])=[O:2], predict the reactants needed to synthesize it. The reactants are: C[O:2][C:3](=[O:29])[CH:4]([N:14]1[CH2:18][C:17]([O:19][C:20]2[C:25]([F:26])=[CH:24][CH:23]=[CH:22][C:21]=2[F:27])=[CH:16][C:15]1=[O:28])[CH2:5][C:6]1[C:11]([Cl:12])=[CH:10][CH:9]=[CH:8][C:7]=1[Cl:13].O1CCCC1.O.[OH-].[Li+]. (7) Given the product [F:29][C:24]1[CH:25]=[CH:26][CH:27]=[CH:28][C:23]=1[CH2:22][N:15]1[C:16]2=[N:17][CH:18]=[CH:19][CH:20]=[C:21]2[C:13]([C:4]2[N:5]=[N:6][C:7]3[CH2:8][C:9](=[O:10])[NH:1][C:2]=3[N:3]=2)=[N:14]1, predict the reactants needed to synthesize it. The reactants are: [NH2:1][C:2]1[N:3]=[C:4]([C:13]2[C:21]3[C:16](=[N:17][CH:18]=[CH:19][CH:20]=3)[N:15]([CH2:22][C:23]3[CH:28]=[CH:27][CH:26]=[CH:25][C:24]=3[F:29])[N:14]=2)[N:5]=[N:6][C:7]=1[CH2:8][C:9](OC)=[O:10].[OH-].[Na+]. (8) Given the product [O:28]=[S:21]1(=[O:29])[CH2:26][CH2:25][CH:24]([NH:1][C@H:2]2[CH2:7][CH2:6][C@H:5]([NH:8][C:9]3[C:17]([F:18])=[CH:16][C:12]([C:13]([NH2:15])=[O:14])=[C:11]([O:19][CH3:20])[N:10]=3)[CH2:4][CH2:3]2)[CH2:23][CH2:22]1, predict the reactants needed to synthesize it. The reactants are: [NH2:1][C@H:2]1[CH2:7][CH2:6][C@H:5]([NH:8][C:9]2[C:17]([F:18])=[CH:16][C:12]([C:13]([NH2:15])=[O:14])=[C:11]([O:19][CH3:20])[N:10]=2)[CH2:4][CH2:3]1.[S:21]1(=[O:29])(=[O:28])[CH2:26][CH2:25][C:24](=O)[CH2:23][CH2:22]1.C([BH3-])#N.[Na+]. (9) Given the product [NH2:23][C:12]1[N:13]=[C:14]([N:17]2[CH2:18][CH2:19][N:20]([C:34](=[O:35])[CH2:33][O:32][C:31]3[CH:37]=[CH:38][C:28]([O:27][CH3:26])=[CH:29][CH:30]=3)[CH2:21][CH2:22]2)[C:15]2[N:16]=[C:8]([CH2:7][CH2:6][C:5]3[CH:24]=[CH:25][C:2]([Br:1])=[CH:3][CH:4]=3)[S:9][C:10]=2[N:11]=1, predict the reactants needed to synthesize it. The reactants are: [Br:1][C:2]1[CH:25]=[CH:24][C:5]([CH2:6][CH2:7][C:8]2[S:9][C:10]3[N:11]=[C:12]([NH2:23])[N:13]=[C:14]([N:17]4[CH2:22][CH2:21][NH:20][CH2:19][CH2:18]4)[C:15]=3[N:16]=2)=[CH:4][CH:3]=1.[CH3:26][O:27][C:28]1[CH:38]=[CH:37][C:31]([O:32][CH2:33][C:34](O)=[O:35])=[CH:30][CH:29]=1. (10) Given the product [CH3:1][CH:2]1[CH2:6][CH2:5][CH2:4][O:3]1.[NH2:7][C@@H:8]1[CH2:13][CH2:12][CH2:11][N:10]([C:14]2[C:19]([Br:20])=[CH:18][N:17]=[C:16]3[NH:21][CH:22]=[C:23]([NH:24][C:25]([CH:27]4[CH2:28][CH2:29]4)=[O:26])[C:15]=23)[CH2:9]1, predict the reactants needed to synthesize it. The reactants are: [CH3:1][CH:2]1[CH2:6][CH2:5][CH2:4][O:3]1.[NH2:7][C@@H:8]1[CH2:13][CH2:12][CH2:11][N:10]([C:14]2[C:19]([Br:20])=[CH:18][N:17]=[C:16]3[NH:21][CH:22]=[C:23]([NH:24][C:25]([CH:27]4[CH2:29][CH2:28]4)=[O:26])[C:15]=23)[CH2:9]1.